This data is from NCI-60 drug combinations with 297,098 pairs across 59 cell lines. The task is: Regression. Given two drug SMILES strings and cell line genomic features, predict the synergy score measuring deviation from expected non-interaction effect. (1) Drug 1: CCN(CC)CCNC(=O)C1=C(NC(=C1C)C=C2C3=C(C=CC(=C3)F)NC2=O)C. Drug 2: CC1=C(C(=O)C2=C(C1=O)N3CC4C(C3(C2COC(=O)N)OC)N4)N. Cell line: SR. Synergy scores: CSS=62.3, Synergy_ZIP=-0.110, Synergy_Bliss=-0.668, Synergy_Loewe=-23.6, Synergy_HSA=0.353. (2) Cell line: 786-0. Drug 1: CCC1(CC2CC(C3=C(CCN(C2)C1)C4=CC=CC=C4N3)(C5=C(C=C6C(=C5)C78CCN9C7C(C=CC9)(C(C(C8N6C=O)(C(=O)OC)O)OC(=O)C)CC)OC)C(=O)OC)O.OS(=O)(=O)O. Drug 2: C1CC(C1)(C(=O)O)C(=O)O.[NH2-].[NH2-].[Pt+2]. Synergy scores: CSS=7.44, Synergy_ZIP=-6.66, Synergy_Bliss=-8.87, Synergy_Loewe=-9.35, Synergy_HSA=-9.18. (3) Drug 1: CCC1=CC2CC(C3=C(CN(C2)C1)C4=CC=CC=C4N3)(C5=C(C=C6C(=C5)C78CCN9C7C(C=CC9)(C(C(C8N6C)(C(=O)OC)O)OC(=O)C)CC)OC)C(=O)OC.C(C(C(=O)O)O)(C(=O)O)O. Drug 2: C1=CC(=CC=C1CC(C(=O)O)N)N(CCCl)CCCl.Cl. Cell line: DU-145. Synergy scores: CSS=42.7, Synergy_ZIP=-0.558, Synergy_Bliss=-0.0333, Synergy_Loewe=-18.4, Synergy_HSA=-0.930. (4) Drug 1: CN1CCC(CC1)COC2=C(C=C3C(=C2)N=CN=C3NC4=C(C=C(C=C4)Br)F)OC. Drug 2: CN(CC1=CN=C2C(=N1)C(=NC(=N2)N)N)C3=CC=C(C=C3)C(=O)NC(CCC(=O)O)C(=O)O. Cell line: A549. Synergy scores: CSS=40.9, Synergy_ZIP=-4.81, Synergy_Bliss=-8.79, Synergy_Loewe=-17.0, Synergy_HSA=-6.65. (5) Drug 1: C1=CN(C(=O)N=C1N)C2C(C(C(O2)CO)O)O.Cl. Drug 2: C(CC(=O)O)C(=O)CN.Cl. Cell line: MALME-3M. Synergy scores: CSS=34.5, Synergy_ZIP=-9.59, Synergy_Bliss=0.286, Synergy_Loewe=-10.8, Synergy_HSA=3.57. (6) Synergy scores: CSS=28.5, Synergy_ZIP=1.81, Synergy_Bliss=2.72, Synergy_Loewe=-9.78, Synergy_HSA=2.26. Drug 2: B(C(CC(C)C)NC(=O)C(CC1=CC=CC=C1)NC(=O)C2=NC=CN=C2)(O)O. Cell line: 786-0. Drug 1: C(=O)(N)NO. (7) Drug 1: CC(CN1CC(=O)NC(=O)C1)N2CC(=O)NC(=O)C2. Drug 2: C1=NC2=C(N=C(N=C2N1C3C(C(C(O3)CO)O)O)F)N. Cell line: HS 578T. Synergy scores: CSS=2.56, Synergy_ZIP=-0.416, Synergy_Bliss=0.564, Synergy_Loewe=-0.448, Synergy_HSA=0.485.